The task is: Predict which catalyst facilitates the given reaction.. This data is from Catalyst prediction with 721,799 reactions and 888 catalyst types from USPTO. Reactant: [O:1]=[C:2]1[C:10]2[C:5](=[CH:6][CH:7]=[CH:8][CH:9]=2)[C:4](=[O:11])[N:3]1[CH2:12][CH2:13][C:14]([OH:16])=O.[NH2:17][C:18]1[CH:23]=[CH:22][CH:21]=[CH:20][CH:19]=1.C(=O)([O-])[O-].[Na+].[Na+].Cl. Product: [O:11]=[C:4]1[C:5]2[C:10](=[CH:9][CH:8]=[CH:7][CH:6]=2)[C:2](=[O:1])[N:3]1[CH2:12][CH2:13][C:14]([NH:17][C:18]1[CH:23]=[CH:22][CH:21]=[CH:20][CH:19]=1)=[O:16]. The catalyst class is: 6.